From a dataset of Forward reaction prediction with 1.9M reactions from USPTO patents (1976-2016). Predict the product of the given reaction. (1) Given the reactants [Br:1][C:2]1[N:3]=[C:4](Br)[C:5]2[N:6]([CH:8]=[CH:9][N:10]=2)[CH:7]=1.[NH2:12][C:13]1[CH:18]=[CH:17][C:16]([N:19]2[CH2:24][CH2:23][O:22][CH2:21][C@H:20]2[CH2:25][OH:26])=[CH:15][CH:14]=1.C12(CS(O)(=O)=O)C(C)(C)C(CC1)CC2=O, predict the reaction product. The product is: [Br:1][C:2]1[N:3]=[C:4]([NH:12][C:13]2[CH:14]=[CH:15][C:16]([N:19]3[CH2:24][CH2:23][O:22][CH2:21][C@H:20]3[CH2:25][OH:26])=[CH:17][CH:18]=2)[C:5]2[N:6]([CH:8]=[CH:9][N:10]=2)[CH:7]=1. (2) Given the reactants [F:1][C:2]([F:13])([F:12])[C:3]1[O:7][N:6]=[C:5]([CH:8](O)[CH2:9][CH3:10])[CH:4]=1.C1(P(C2C=CC=CC=2)C2C=CC=CC=2)C=CC=CC=1.C(Br)(Br)(Br)[Br:34], predict the reaction product. The product is: [Br:34][CH:8]([C:5]1[CH:4]=[C:3]([C:2]([F:13])([F:12])[F:1])[O:7][N:6]=1)[CH2:9][CH3:10]. (3) Given the reactants [C:1]([O:5][C:6](=[O:11])[NH:7][CH2:8][CH2:9][NH2:10])([CH3:4])([CH3:3])[CH3:2].[SH:12][CH2:13][C:14]([OH:16])=O.[CH2:17]=O, predict the reaction product. The product is: [C:1]([O:5][C:6](=[O:11])[NH:7][CH2:8][CH2:9][N:10]1[C:14](=[O:16])[CH2:13][S:12][CH2:17]1)([CH3:4])([CH3:2])[CH3:3].